Dataset: TCR-epitope binding with 47,182 pairs between 192 epitopes and 23,139 TCRs. Task: Binary Classification. Given a T-cell receptor sequence (or CDR3 region) and an epitope sequence, predict whether binding occurs between them. (1) The epitope is KAYNVTQAF. The TCR CDR3 sequence is CASSYSGLGADTQYF. Result: 1 (the TCR binds to the epitope). (2) The epitope is PKYVKQNTLKLAT. The TCR CDR3 sequence is CASSYLPGQGVNEQFF. Result: 0 (the TCR does not bind to the epitope). (3) The epitope is GLIYNRMGAVTTEV. The TCR CDR3 sequence is CASSSPGHSLLTQYF. Result: 0 (the TCR does not bind to the epitope). (4) The epitope is GLCTLVAML. The TCR CDR3 sequence is CASSKPLYEQYF. Result: 0 (the TCR does not bind to the epitope). (5) The epitope is AVFDRKSDAK. The TCR CDR3 sequence is CASSLGTSGNEQFF. Result: 0 (the TCR does not bind to the epitope). (6) The epitope is TLDSKTQSL. The TCR CDR3 sequence is CASSQAPWDRVSSGELFF. Result: 1 (the TCR binds to the epitope). (7) The epitope is RLFRKSNLK. The TCR CDR3 sequence is CASSLASGFSGNTIYF. Result: 0 (the TCR does not bind to the epitope). (8) The epitope is GTSGSPIINR. The TCR CDR3 sequence is CASLSGRAPQHF. Result: 1 (the TCR binds to the epitope). (9) Result: 1 (the TCR binds to the epitope). The TCR CDR3 sequence is CATSRVSGANVLTF. The epitope is ELAGIGILTV. (10) Result: 1 (the TCR binds to the epitope). The epitope is FIAGLIAIV. The TCR CDR3 sequence is CASSLRNAAHTF.